From a dataset of Forward reaction prediction with 1.9M reactions from USPTO patents (1976-2016). Predict the product of the given reaction. (1) Given the reactants [NH:1]1[CH2:6][CH2:5][CH:4]([NH:7][C:8]2[N:9]=[C:10]3[C:16]([C:17]([NH:19][CH2:20][C:21]#[CH:22])=[O:18])=[CH:15][NH:14][C:11]3=[N:12][CH:13]=2)[CH2:3][CH2:2]1.CCN(C(C)C)C(C)C.[C:32](Cl)(=[O:35])[CH:33]=[CH2:34], predict the reaction product. The product is: [C:32]([N:1]1[CH2:6][CH2:5][CH:4]([NH:7][C:8]2[N:9]=[C:10]3[C:16]([C:17]([NH:19][CH2:20][C:21]#[CH:22])=[O:18])=[CH:15][NH:14][C:11]3=[N:12][CH:13]=2)[CH2:3][CH2:2]1)(=[O:35])[CH:33]=[CH2:34]. (2) Given the reactants Br[C:2]1[CH:7]=[CH:6][C:5]([C:8]2[O:23][C:11]3[N:12]=[CH:13][N:14]=[C:15]([N:16]4[CH2:21][CH2:20][CH:19]([OH:22])[CH2:18][CH2:17]4)[C:10]=3[C:9]=2[C:24]2[CH:29]=[CH:28][C:27]([F:30])=[CH:26][CH:25]=2)=[CH:4][CH:3]=1.C1(P(C2C=CC=CC=2)C2C=CC3C(=CC=CC=3)C=2C2C3C(=CC=CC=3)C=CC=2P(C2C=CC=CC=2)C2C=CC=CC=2)C=CC=CC=1.CC(C)([O-])C.[K+].[CH3:83][C@H:84]1[CH2:89][NH:88][CH2:87][C@@H:86]([CH3:90])[NH:85]1, predict the reaction product. The product is: [CH3:83][C@H:84]1[NH:85][C@@H:86]([CH3:90])[CH2:87][N:88]([C:2]2[CH:7]=[CH:6][C:5]([C:8]3[O:23][C:11]4[N:12]=[CH:13][N:14]=[C:15]([N:16]5[CH2:21][CH2:20][CH:19]([OH:22])[CH2:18][CH2:17]5)[C:10]=4[C:9]=3[C:24]3[CH:29]=[CH:28][C:27]([F:30])=[CH:26][CH:25]=3)=[CH:4][CH:3]=2)[CH2:89]1.